From a dataset of Catalyst prediction with 721,799 reactions and 888 catalyst types from USPTO. Predict which catalyst facilitates the given reaction. (1) Reactant: C(NC(C)C)(C)C.C([Li])CCC.[CH3:13][O:14][C:15]1[CH:16]=[C:17]([CH2:23][CH2:24][C:25]2[N:26]=[C:27]3[CH:33]=[CH:32][N:31]([S:34]([C:37]4[CH:42]=[CH:41][CH:40]=[CH:39][CH:38]=4)(=[O:36])=[O:35])[C:28]3=[N:29][CH:30]=2)[CH:18]=[C:19]([O:21][CH3:22])[CH:20]=1.[Br:43]C(Cl)(Cl)C(Br)(Cl)Cl. Product: [Br:43][C:32]1[N:31]([S:34]([C:37]2[CH:42]=[CH:41][CH:40]=[CH:39][CH:38]=2)(=[O:36])=[O:35])[C:28]2=[N:29][CH:30]=[C:25]([CH2:24][CH2:23][C:17]3[CH:18]=[C:19]([O:21][CH3:22])[CH:20]=[C:15]([O:14][CH3:13])[CH:16]=3)[N:26]=[C:27]2[CH:33]=1. The catalyst class is: 7. (2) Reactant: [F:1][C:2]([F:11])([F:10])[C:3]1[C:4](=[O:9])[NH:5][CH:6]=[CH:7][CH:8]=1.CC(C)([O-])C.[K+].F[C:19]1[CH:24]=[CH:23][C:22]([N+:25]([O-:27])=[O:26])=[CH:21][C:20]=1[CH3:28]. Product: [CH3:28][C:20]1[CH:21]=[C:22]([N+:25]([O-:27])=[O:26])[CH:23]=[CH:24][C:19]=1[N:5]1[CH:6]=[CH:7][CH:8]=[C:3]([C:2]([F:1])([F:10])[F:11])[C:4]1=[O:9]. The catalyst class is: 58. (3) Reactant: [Cl:1][C:2]1[CH:10]=[CH:9][C:8]([C:11]2[CH:16]=[CH:15][CH:14]=[CH:13][N:12]=2)=[CH:7][C:3]=1[C:4](O)=[O:5].ClC(OC(C)C)=O.CC[N:26](C(C)C)C(C)C.N. Product: [Cl:1][C:2]1[CH:10]=[CH:9][C:8]([C:11]2[CH:16]=[CH:15][CH:14]=[CH:13][N:12]=2)=[CH:7][C:3]=1[C:4]([NH2:26])=[O:5]. The catalyst class is: 1. (4) Reactant: [F:1][C:2]([F:11])([F:10])[C:3]1[CH:8]=[CH:7][CH:6]=[CH:5][C:4]=1[OH:9].C(N(CC)CC)C.[C:19](OC(=O)C)(=[O:21])[CH3:20]. Product: [F:1][C:2]([F:10])([F:11])[C:3]1[CH:8]=[CH:7][CH:6]=[CH:5][C:4]=1[O:9][C:19](=[O:21])[CH3:20]. The catalyst class is: 22. (5) Reactant: [Li+].C[Si]([N-][Si](C)(C)C)(C)C.[CH2:11]([O:18][C:19]1[CH:20]=[C:21]([Br:28])[C:22]2[S:26][CH:25]=[N:24][C:23]=2[CH:27]=1)[C:12]1[CH:17]=[CH:16][CH:15]=[CH:14][CH:13]=1.[CH3:29]I. Product: [CH2:11]([O:18][C:19]1[CH:20]=[C:21]([Br:28])[C:22]2[S:26][C:25]([CH3:29])=[N:24][C:23]=2[CH:27]=1)[C:12]1[CH:13]=[CH:14][CH:15]=[CH:16][CH:17]=1. The catalyst class is: 1. (6) Reactant: [Br:1][C:2]1[N:7]2[CH:8]=[CH:9][N:10]=[C:6]2[C:5](Br)=[N:4][CH:3]=1.[NH2:12][C:13]1[CH:14]=[CH:15][C:16]([N:22]2[CH2:27][CH2:26][O:25][CH2:24][CH2:23]2)=[C:17]([CH:21]=1)[C:18]([NH2:20])=[O:19].C(N(CC)C(C)C)(C)C.CCOCC. Product: [Br:1][C:2]1[N:7]2[CH:8]=[CH:9][N:10]=[C:6]2[C:5]([NH:12][C:13]2[CH:14]=[CH:15][C:16]([N:22]3[CH2:23][CH2:24][O:25][CH2:26][CH2:27]3)=[C:17]([CH:21]=2)[C:18]([NH2:20])=[O:19])=[N:4][CH:3]=1. The catalyst class is: 32. (7) Reactant: [NH2:1][C:2]1[CH:7]=[CH:6][C:5]([C:8]([OH:17])([C:13]([F:16])([F:15])[F:14])[C:9]([F:12])([F:11])[F:10])=[CH:4][CH:3]=1.[CH3:18][C:19]([CH3:23])([OH:22])[C:20]#[N:21]. Product: [OH2:17].[C:8]([OH:17])([C:13]([F:16])([F:15])[F:14])=[O:22].[CH3:18][C:19]([NH:1][C:2]1[CH:3]=[CH:4][C:5]([C:8]([OH:17])([C:9]([F:10])([F:11])[F:12])[C:13]([F:14])([F:15])[F:16])=[CH:6][CH:7]=1)([CH3:23])[C:20]#[N:21]. The catalyst class is: 49. (8) Reactant: [Br:1][C:2]1[CH:7]=[CH:6][C:5]([C:8]2[CH:16]=[CH:15][CH:14]=[C:13]3[C:9]=2[CH2:10][C:11](=[O:17])[NH:12]3)=[CH:4][CH:3]=1.[CH3:18][C@H:19]1[NH:24][C@@H:23]([CH3:25])[CH2:22][N:21]([C:26]([C:28]2[C:29]([CH3:35])=[C:30]([CH:33]=O)[NH:31][CH:32]=2)=[O:27])[CH2:20]1. Product: [Br:1][C:2]1[CH:3]=[CH:4][C:5]([C:8]2[CH:16]=[CH:15][CH:14]=[C:13]3[C:9]=2[C:10](=[CH:33][C:30]2[NH:31][CH:32]=[C:28]([C:26]([N:21]4[CH2:20][C@H:19]([CH3:18])[NH:24][C@H:23]([CH3:25])[CH2:22]4)=[O:27])[C:29]=2[CH3:35])[C:11](=[O:17])[NH:12]3)=[CH:6][CH:7]=1. The catalyst class is: 360. (9) Reactant: [C:1]([C:5]1[CH:10]=[CH:9][C:8]([S:11]([NH:14][C@@H:15]([CH2:19][NH:20][C:21](=[O:39])[C:22]2[CH:27]=[CH:26][C:25]([CH2:28][CH2:29][C:30](=[O:38])[NH:31][C:32]3[NH:33][CH2:34][CH2:35][CH2:36][N:37]=3)=[CH:24][CH:23]=2)[C:16]([OH:18])=[O:17])(=[O:13])=[O:12])=[CH:7][CH:6]=1)([CH3:4])([CH3:3])[CH3:2].[CH2:40](O)[CH3:41]. Product: [CH2:40]([O:17][C:16](=[O:18])[C@@H:15]([NH:14][S:11]([C:8]1[CH:7]=[CH:6][C:5]([C:1]([CH3:4])([CH3:2])[CH3:3])=[CH:10][CH:9]=1)(=[O:13])=[O:12])[CH2:19][NH:20][C:21](=[O:39])[C:22]1[CH:27]=[CH:26][C:25]([CH2:28][CH2:29][C:30](=[O:38])[NH:31][C:32]2[NH:37][CH2:36][CH2:35][CH2:34][N:33]=2)=[CH:24][CH:23]=1)[CH3:41]. The catalyst class is: 65.